Regression. Given two drug SMILES strings and cell line genomic features, predict the synergy score measuring deviation from expected non-interaction effect. From a dataset of NCI-60 drug combinations with 297,098 pairs across 59 cell lines. (1) Drug 1: COC1=CC(=CC(=C1O)OC)C2C3C(COC3=O)C(C4=CC5=C(C=C24)OCO5)OC6C(C(C7C(O6)COC(O7)C8=CC=CS8)O)O. Drug 2: CS(=O)(=O)CCNCC1=CC=C(O1)C2=CC3=C(C=C2)N=CN=C3NC4=CC(=C(C=C4)OCC5=CC(=CC=C5)F)Cl. Cell line: NCIH23. Synergy scores: CSS=56.6, Synergy_ZIP=4.68, Synergy_Bliss=5.74, Synergy_Loewe=-24.3, Synergy_HSA=5.01. (2) Drug 1: C#CCC(CC1=CN=C2C(=N1)C(=NC(=N2)N)N)C3=CC=C(C=C3)C(=O)NC(CCC(=O)O)C(=O)O. Drug 2: C1CN(CCN1C(=O)CCBr)C(=O)CCBr. Cell line: SN12C. Synergy scores: CSS=20.4, Synergy_ZIP=-4.69, Synergy_Bliss=1.57, Synergy_Loewe=-13.6, Synergy_HSA=0.0995.